Task: Predict the reactants needed to synthesize the given product.. Dataset: Full USPTO retrosynthesis dataset with 1.9M reactions from patents (1976-2016) (1) Given the product [C:1]([O:5][C:6](=[O:29])[NH:7][CH:8]1[CH2:9][CH2:10][N:11]([CH2:14][CH2:15][N:16]2[C:21]3[CH:22]=[C:23]([C:26]#[N:27])[CH:24]=[CH:25][C:20]=3[O:19][CH2:18][C:17]2=[O:28])[C:12](=[O:31])[CH2:13]1)([CH3:4])([CH3:2])[CH3:3], predict the reactants needed to synthesize it. The reactants are: [C:1]([O:5][C:6](=[O:29])[NH:7][CH:8]1[CH2:13][CH2:12][N:11]([CH2:14][CH2:15][N:16]2[C:21]3[CH:22]=[C:23]([C:26]#[N:27])[CH:24]=[CH:25][C:20]=3[O:19][CH2:18][C:17]2=[O:28])[CH2:10][CH2:9]1)([CH3:4])([CH3:3])[CH3:2].I([O-])(=O)(=O)=[O:31].[Na+].C(OC(=O)NC1CCN(CCN2C3C=C(OC)C=CC=3OCC2=O)C(=O)C1)(C)(C)C. (2) Given the product [F:9][C:8]([F:11])([F:10])[C:16]1([OH:20])[CH2:17][CH2:18][CH2:19][O:14][CH2:15]1, predict the reactants needed to synthesize it. The reactants are: O1CCCC1.C[Si](C)(C)[C:8]([F:11])([F:10])[F:9].[O:14]1[CH2:19][CH2:18][CH2:17][C:16](=[O:20])[CH2:15]1.Cl.